This data is from Full USPTO retrosynthesis dataset with 1.9M reactions from patents (1976-2016). The task is: Predict the reactants needed to synthesize the given product. (1) Given the product [C:29]([O:33][C:34](=[O:35])[NH:36][CH:37]([CH2:42][C:43]1[CH:48]=[C:47]([F:49])[C:46]([F:50])=[CH:45][C:44]=1[F:51])[CH2:38][C:6](=[O:7])[N:8]1[CH2:17][C:16]2[N:12]([CH:13]=[CH:14][N:15]=2)[C:11]2[CH:18]=[CH:19][CH:20]=[CH:21][C:10]=2[CH2:9]1)([CH3:30])([CH3:31])[CH3:32], predict the reactants needed to synthesize it. The reactants are: C(O[C:6]([N:8]1[CH2:17][C:16]2[N:12]([CH:13]=[CH:14][N:15]=2)[C:11]2[CH:18]=[CH:19][CH:20]=[CH:21][C:10]=2[CH2:9]1)=[O:7])(C)(C)C.FC(F)(F)C(O)=O.[C:29]([O:33][C:34]([NH:36][C@H:37]([CH2:42][C:43]1[CH:48]=[C:47]([F:49])[C:46]([F:50])=[CH:45][C:44]=1[F:51])[CH2:38]C(O)=O)=[O:35])([CH3:32])([CH3:31])[CH3:30].C1C=CC2N(O)N=NC=2C=1.CCN(C(C)C)C(C)C. (2) Given the product [F:22][C:2]([F:1])([F:21])[C:3]1[CH:8]=[CH:7][C:6]([C:9]2[N:10]=[C:11]([C@@H:14]([C:16]3([NH2:20])[CH2:17][O:18][CH2:19]3)[CH3:15])[NH:12][CH:13]=2)=[CH:5][CH:4]=1, predict the reactants needed to synthesize it. The reactants are: [F:1][C:2]([F:22])([F:21])[C:3]1[CH:8]=[CH:7][C:6]([C:9]2[N:10]=[C:11]([CH:14]([C:16]3([NH2:20])[CH2:19][O:18][CH2:17]3)[CH3:15])[NH:12][CH:13]=2)=[CH:5][CH:4]=1. (3) Given the product [CH3:26][N:25]([CH3:27])[CH2:24][CH2:23][N:20]1[CH2:21][CH2:22][CH:17]([N:15]([CH3:16])[C:14]([NH:13][C:9]2[CH:8]=[C:7]([O:6][C:5]3[CH:29]=[CH:30][C:2]([NH:1][C:42]([NH:41][C:39](=[O:40])[CH2:38][C:32]4[CH:33]=[CH:34][CH:35]=[CH:36][CH:37]=4)=[O:43])=[CH:3][C:4]=3[F:31])[CH:12]=[CH:11][N:10]=2)=[O:28])[CH2:18][CH2:19]1, predict the reactants needed to synthesize it. The reactants are: [NH2:1][C:2]1[CH:30]=[CH:29][C:5]([O:6][C:7]2[CH:12]=[CH:11][N:10]=[C:9]([NH:13][C:14](=[O:28])[N:15]([CH:17]3[CH2:22][CH2:21][N:20]([CH2:23][CH2:24][N:25]([CH3:27])[CH3:26])[CH2:19][CH2:18]3)[CH3:16])[CH:8]=2)=[C:4]([F:31])[CH:3]=1.[C:32]1([CH2:38][C:39]([N:41]=[C:42]=[O:43])=[O:40])[CH:37]=[CH:36][CH:35]=[CH:34][CH:33]=1.C(OCC)C. (4) Given the product [F:1][C:2]([F:7])([F:6])[C:3]([OH:5])=[O:4].[CH3:30][N:9]([CH3:8])[CH2:10][CH2:11][N:12]1[CH2:18][CH2:17][CH2:16][CH2:15][C:14]([CH2:27][CH3:28])([C:19]2[CH:24]=[CH:23][CH:22]=[C:21]([OH:25])[CH:20]=2)[C:13]1=[O:29], predict the reactants needed to synthesize it. The reactants are: [F:1][C:2]([F:7])([F:6])[C:3]([OH:5])=[O:4].[CH3:8][N:9]([CH3:30])[CH2:10][CH2:11][N:12]1[CH2:18][CH2:17][CH2:16][CH2:15][C:14]([CH2:27][CH3:28])([C:19]2[CH:24]=[CH:23][CH:22]=[C:21]([O:25]C)[CH:20]=2)[C:13]1=[O:29].B(Br)(Br)Br. (5) Given the product [CH3:8][C:9]([CH3:14])([CH3:13])[C:10]([NH:7][CH2:6][C:2]1[S:1][CH:5]=[CH:4][CH:3]=1)=[O:11], predict the reactants needed to synthesize it. The reactants are: [S:1]1[CH:5]=[CH:4][CH:3]=[C:2]1[CH2:6][NH2:7].[CH3:8][C:9]([CH3:14])([CH3:13])[C:10](Cl)=[O:11].C(O)C(N)(CO)CO. (6) Given the product [CH2:31]([C:14]1[C:15]2[C:30]3=[CH:29][C:18]([CH2:19][CH2:20][CH2:21][CH2:22][C:23]4[O:28][C:26]([NH:27][C@@H:4]([CH:1]([CH3:3])[CH3:2])[C:5](=[O:38])[N:6]5[CH2:33][C@H:9]([O:10][C:11]3=[N:12][CH:13]=1)[CH2:8][C@H:7]5[C:34]([O:36][CH3:37])=[O:35])=[N:25][N:24]=4)=[CH:17][CH:16]=2)[CH3:32], predict the reactants needed to synthesize it. The reactants are: [CH:1]([C@@H:4]1[NH:27][C:26]2[O:28][C:23](=[N:24][N:25]=2)[CH2:22][CH2:21][CH2:20][CH2:19][C:18]2[CH:29]=[C:30]3[C:15](=[CH:16][CH:17]=2)[C:14]([CH:31]=[CH2:32])=[CH:13][N:12]=[C:11]3[O:10][C@H:9]2[CH2:33][N:6]([C@H:7]([C:34]([O:36][CH3:37])=[O:35])[CH2:8]2)[C:5]1=[O:38])([CH3:3])[CH3:2]. (7) Given the product [CH2:25]([NH:27][C:30]([C:7]1[C:8]2[CH:13]=[N:12][C:11]([NH:14][C:15](=[O:23])[C:16]3[CH:21]=[CH:20][C:19]([CH3:22])=[CH:18][CH:17]=3)=[N:10][C:9]=2[N:5]([C:1]([CH3:4])([CH3:3])[CH3:2])[CH:6]=1)=[O:31])[CH3:26], predict the reactants needed to synthesize it. The reactants are: [C:1]([N:5]1[C:9]2[N:10]=[C:11]([NH:14][C:15](=[O:23])[C:16]3[CH:21]=[CH:20][C:19]([CH3:22])=[CH:18][CH:17]=3)[N:12]=[CH:13][C:8]=2[C:7](I)=[CH:6]1)([CH3:4])([CH3:3])[CH3:2].[CH2:25]([NH2:27])[CH3:26].C1C[O:31][CH2:30]C1.